Dataset: Full USPTO retrosynthesis dataset with 1.9M reactions from patents (1976-2016). Task: Predict the reactants needed to synthesize the given product. Given the product [CH2:11]([O:7][C:6](=[O:8])[C:5]1[CH:9]=[CH:10][C:2]([Br:1])=[CH:3][C:4]=1[CH3:11])[C:4]1[CH:5]=[CH:9][CH:10]=[CH:2][CH:3]=1, predict the reactants needed to synthesize it. The reactants are: [Br:1][C:2]1[CH:10]=[CH:9][C:5]([C:6]([OH:8])=[O:7])=[C:4]([CH3:11])[CH:3]=1.S(Cl)(Cl)=O.